This data is from Full USPTO retrosynthesis dataset with 1.9M reactions from patents (1976-2016). The task is: Predict the reactants needed to synthesize the given product. (1) Given the product [CH3:3][CH:2]([C:4]([O:6][C:7]1[CH:8]=[CH:9][C:10]([CH2:29][OH:30])=[CH:11][C:12]=1[C@@H:13]([C:23]1[CH:28]=[CH:27][CH:26]=[CH:25][CH:24]=1)[CH2:14][CH2:15][N:16]([CH:20]([CH3:21])[CH3:22])[CH:17]([CH3:18])[CH3:19])=[O:5])[CH3:1], predict the reactants needed to synthesize it. The reactants are: [CH3:1][CH:2]([C:4]([O:6][C:7]1[CH:8]=[CH:9][C:10]([CH2:29][OH:30])=[CH:11][C:12]=1[C@@H:13]([C:23]1[CH:24]=[CH:25][CH:26]=[CH:27][CH:28]=1)[CH2:14][CH2:15][N:16]([CH:20]([CH3:22])[CH3:21])[CH:17]([CH3:19])[CH3:18])=[O:5])[CH3:3].C([O-])(=O)C(C1C=CC=CC=1)O. (2) Given the product [NH2:36][C:28]([CH2:27][CH2:26][C:13]1[CH:14]=[CH:15][C:16]([O:17][CH2:18][CH2:19][CH2:20][CH2:21][CH2:22][CH2:23][CH2:24][CH3:25])=[C:11]([C:1]23[CH2:2][CH:3]4[CH2:9][CH:7]([CH2:6][CH:5]([CH2:4]4)[CH2:10]2)[CH2:8]3)[CH:12]=1)([CH2:33][OH:32])[CH2:29][OH:30], predict the reactants needed to synthesize it. The reactants are: [C:1]12([C:11]3[CH:12]=[C:13]([C:26]#[C:27][C:28]4([NH:36]C(=O)OC(C)(C)C)[CH2:33][O:32]C(C)(C)[O:30][CH2:29]4)[CH:14]=[CH:15][C:16]=3[O:17][CH2:18][CH2:19][CH2:20][CH2:21][CH2:22][CH2:23][CH2:24][CH3:25])[CH2:10][CH:5]3[CH2:6][CH:7]([CH2:9][CH:3]([CH2:4]3)[CH2:2]1)[CH2:8]2. (3) Given the product [N+:17](=[CH:16][C:15]([N:14]1[C@@H:13]([CH2:19][CH:20]=[CH2:21])[CH2:12][O:11][C:10]1([CH3:22])[CH3:9])=[O:18])=[N-:23], predict the reactants needed to synthesize it. The reactants are: FC(F)(F)S(O)(=O)=O.[CH3:9][C:10]1([CH3:22])[N:14]([C:15](=[O:18])[CH2:16][NH2:17])[C@@H:13]([CH2:19][CH:20]=[CH2:21])[CH2:12][O:11]1.[N:23]([O-])=O.[Na+].